This data is from NCI-60 drug combinations with 297,098 pairs across 59 cell lines. The task is: Regression. Given two drug SMILES strings and cell line genomic features, predict the synergy score measuring deviation from expected non-interaction effect. (1) Drug 1: C1=CC(=C2C(=C1NCCNCCO)C(=O)C3=C(C=CC(=C3C2=O)O)O)NCCNCCO. Drug 2: CCCCCOC(=O)NC1=NC(=O)N(C=C1F)C2C(C(C(O2)C)O)O. Cell line: NCIH23. Synergy scores: CSS=60.9, Synergy_ZIP=1.11, Synergy_Bliss=2.65, Synergy_Loewe=-61.5, Synergy_HSA=2.86. (2) Drug 1: CS(=O)(=O)C1=CC(=C(C=C1)C(=O)NC2=CC(=C(C=C2)Cl)C3=CC=CC=N3)Cl. Drug 2: CNC(=O)C1=NC=CC(=C1)OC2=CC=C(C=C2)NC(=O)NC3=CC(=C(C=C3)Cl)C(F)(F)F. Cell line: SN12C. Synergy scores: CSS=9.13, Synergy_ZIP=-4.42, Synergy_Bliss=-4.95, Synergy_Loewe=-19.9, Synergy_HSA=-6.23. (3) Drug 1: CCCS(=O)(=O)NC1=C(C(=C(C=C1)F)C(=O)C2=CNC3=C2C=C(C=N3)C4=CC=C(C=C4)Cl)F. Drug 2: C(=O)(N)NO. Cell line: SK-MEL-2. Synergy scores: CSS=-2.76, Synergy_ZIP=2.27, Synergy_Bliss=3.84, Synergy_Loewe=-1.34, Synergy_HSA=-0.269. (4) Drug 1: CC(CN1CC(=O)NC(=O)C1)N2CC(=O)NC(=O)C2. Drug 2: CC12CCC3C(C1CCC2O)C(CC4=C3C=CC(=C4)O)CCCCCCCCCS(=O)CCCC(C(F)(F)F)(F)F. Cell line: SK-MEL-28. Synergy scores: CSS=5.67, Synergy_ZIP=-3.79, Synergy_Bliss=-1.41, Synergy_Loewe=-2.14, Synergy_HSA=-1.67. (5) Drug 1: C1=CC(=CC=C1CCC2=CNC3=C2C(=O)NC(=N3)N)C(=O)NC(CCC(=O)O)C(=O)O. Drug 2: C1C(C(OC1N2C=NC3=C2NC=NCC3O)CO)O. Cell line: A549. Synergy scores: CSS=31.1, Synergy_ZIP=-9.24, Synergy_Bliss=-5.41, Synergy_Loewe=-43.1, Synergy_HSA=-3.73.